Dataset: Forward reaction prediction with 1.9M reactions from USPTO patents (1976-2016). Task: Predict the product of the given reaction. (1) Given the reactants C([O-])([O-])=O.[K+].[K+].[NH:7]=[C:8]([NH:23][C:24]([C:26]1[C:31](Cl)=[N:30][CH:29]=[CH:28][N:27]=1)=[O:25])[CH2:9][O:10][CH2:11][CH2:12][C:13]1[CH:22]=[CH:21][C:20]2[C:15](=[CH:16][CH:17]=[CH:18][CH:19]=2)[CH:14]=1.Cl, predict the reaction product. The product is: [CH:14]1[C:15]2[C:20](=[CH:19][CH:18]=[CH:17][CH:16]=2)[CH:21]=[CH:22][C:13]=1[CH2:12][CH2:11][O:10][CH2:9][C:8]1[NH:23][C:24](=[O:25])[C:26]2[C:31](=[N:30][CH:29]=[CH:28][N:27]=2)[N:7]=1. (2) Given the reactants Br[C:2]1[CH:7]=[CH:6][C:5]([N+:8]([O-:10])=[O:9])=[CH:4][C:3]=1[O:11][CH3:12].[CH2:13]([N:15]1[CH2:20][CH2:19][NH:18][CH2:17][CH2:16]1)[CH3:14], predict the reaction product. The product is: [CH2:13]([N:15]1[CH2:20][CH2:19][N:18]([C:2]2[CH:7]=[CH:6][C:5]([N+:8]([O-:10])=[O:9])=[CH:4][C:3]=2[O:11][CH3:12])[CH2:17][CH2:16]1)[CH3:14]. (3) Given the reactants [OH:1][C:2]1([C:29]2[S:33][C:32](S(C)(=O)=O)=[N:31][CH:30]=2)[CH2:7][CH2:6][CH:5]([N:8]2[CH2:11][CH:10]([NH:12][C:13]([CH2:15][NH:16][C:17](=[O:28])[C:18]3[CH:23]=[CH:22][CH:21]=[C:20]([C:24]([F:27])([F:26])[F:25])[CH:19]=3)=[O:14])[CH2:9]2)[CH2:4][CH2:3]1.[CH3:38][C:39]([O-:42])([CH3:41])[CH3:40].[K+], predict the reaction product. The product is: [C:39]([O:42][C:32]1[S:33][C:29]([C:2]2([OH:1])[CH2:7][CH2:6][CH:5]([N:8]3[CH2:11][CH:10]([NH:12][C:13]([CH2:15][NH:16][C:17](=[O:28])[C:18]4[CH:23]=[CH:22][CH:21]=[C:20]([C:24]([F:26])([F:27])[F:25])[CH:19]=4)=[O:14])[CH2:9]3)[CH2:4][CH2:3]2)=[CH:30][N:31]=1)([CH3:41])([CH3:40])[CH3:38]. (4) Given the reactants CC1C2C=C(C(F)(F)F)C=CC=2SC=1C=O.[CH2:17]([C:19]1[C:23]2[CH:24]=[CH:25][C:26]([C:28]([F:31])([F:30])[F:29])=[CH:27][C:22]=2[S:21][C:20]=1[CH2:32][OH:33])[CH3:18], predict the reaction product. The product is: [CH2:17]([C:19]1[C:23]2[CH:24]=[CH:25][C:26]([C:28]([F:31])([F:29])[F:30])=[CH:27][C:22]=2[S:21][C:20]=1[CH:32]=[O:33])[CH3:18]. (5) Given the reactants [CH3:1][N:2]1[CH2:7][CH2:6][CH:5]([NH2:8])[CH2:4][CH2:3]1.[F:9][C:10]1[CH:11]=[C:12](B2OC(C)(C)C(C)(C)O2)[CH:13]=[CH:14][C:15]=1[N+:16]([O-:18])=[O:17], predict the reaction product. The product is: [F:9][C:10]1[CH:11]=[C:12]([NH:8][CH:5]2[CH2:6][CH2:7][N:2]([CH3:1])[CH2:3][CH2:4]2)[CH:13]=[CH:14][C:15]=1[N+:16]([O-:18])=[O:17]. (6) Given the reactants [Cl:1][C:2]1[N:7]=[CH:6][C:5]2[C:8](I)=[N:9][N:10]([CH:11]([CH3:13])[CH3:12])[C:4]=2[CH:3]=1.C1(P(C2C=CC=CC=2)C2C3OC4C(=CC=CC=4P(C4C=CC=CC=4)C4C=CC=CC=4)C(C)(C)C=3C=CC=2)C=CC=CC=1.C(=O)([O-])[O-].[Cs+].[Cs+].Cl.[CH3:64][C:65]1([OH:69])[CH2:68][NH:67][CH2:66]1, predict the reaction product. The product is: [Cl:1][C:2]1[N:7]=[CH:6][C:5]2[C:8]([N:67]3[CH2:68][C:65]([CH3:64])([OH:69])[CH2:66]3)=[N:9][N:10]([CH:11]([CH3:13])[CH3:12])[C:4]=2[CH:3]=1.